This data is from Forward reaction prediction with 1.9M reactions from USPTO patents (1976-2016). The task is: Predict the product of the given reaction. (1) Given the reactants [C:1]([O:5][C:6](=[O:13])[NH:7][C@H:8]1[CH2:11][C@H:10](O)[CH2:9]1)([CH3:4])([CH3:3])[CH3:2].[Br:14][C:15]1[N:20]=[C:19]2[N:21]([CH:25]3[CH2:27][CH2:26]3)[C:22](=[O:24])[NH:23][C:18]2=[N:17][CH:16]=1.C1(P(C2C=CC=CC=2)C2C=CC=CC=2)C=CC=CC=1.CC(OC(/N=N/C(OC(C)C)=O)=O)C, predict the reaction product. The product is: [C:1]([O:5][C:6](=[O:13])[NH:7][C@H:8]1[CH2:11][C@H:10]([N:23]2[C:18]3=[N:17][CH:16]=[C:15]([Br:14])[N:20]=[C:19]3[N:21]([CH:25]3[CH2:26][CH2:27]3)[C:22]2=[O:24])[CH2:9]1)([CH3:4])([CH3:3])[CH3:2]. (2) Given the reactants O.[OH-].[Li+].[CH:4]1([C@H:10]([NH:15][C:16]([C:18]2[C:27]([NH:28][C:29]([NH:31][C:32]3[C:37]([Cl:38])=[CH:36][C:35]([F:39])=[CH:34][C:33]=3[Cl:40])=[O:30])=[CH:26][C:25]3[C:20](=[CH:21][CH:22]=[CH:23][CH:24]=3)[CH:19]=2)=[O:17])[C:11]([O:13]C)=[O:12])[CH2:9][CH2:8][CH2:7][CH2:6][CH2:5]1.CO.Cl, predict the reaction product. The product is: [CH:4]1([C@H:10]([NH:15][C:16]([C:18]2[C:27]([NH:28][C:29]([NH:31][C:32]3[C:33]([Cl:40])=[CH:34][C:35]([F:39])=[CH:36][C:37]=3[Cl:38])=[O:30])=[CH:26][C:25]3[C:20](=[CH:21][CH:22]=[CH:23][CH:24]=3)[CH:19]=2)=[O:17])[C:11]([OH:13])=[O:12])[CH2:9][CH2:8][CH2:7][CH2:6][CH2:5]1. (3) Given the reactants [CH3:1][N:2]1[CH:6]=[C:5]([C:7]2[CH:12]=[CH:11][CH:10]=[CH:9][CH:8]=2)[N:4]=[CH:3]1.[CH2:13]1[O:15][CH2:14]1, predict the reaction product. The product is: [CH3:1][N:2]1[CH:6]=[C:5]([C:7]2[CH:8]=[CH:9][CH:10]=[CH:11][CH:12]=2)[N:4]=[C:3]1[CH2:13][CH2:14][OH:15]. (4) The product is: [Cl:1][CH2:2][CH2:3][CH2:4][O:5][C:6]1[CH:11]=[CH:10][C:9]([C:12]2[CH:17]=[CH:16][C:15]([C:18]([Cl:23])=[O:20])=[CH:14][CH:13]=2)=[CH:8][CH:7]=1. Given the reactants [Cl:1][CH2:2][CH2:3][CH2:4][O:5][C:6]1[CH:11]=[CH:10][C:9]([C:12]2[CH:17]=[CH:16][C:15]([C:18]([OH:20])=O)=[CH:14][CH:13]=2)=[CH:8][CH:7]=1.S(Cl)([Cl:23])=O, predict the reaction product.